Dataset: Catalyst prediction with 721,799 reactions and 888 catalyst types from USPTO. Task: Predict which catalyst facilitates the given reaction. Reactant: C(OC([N:8]1[C:12]2=[N:13][CH:14]=[C:15]([C:17]3[S:18][CH:19]=[CH:20][CH:21]=3)[CH:16]=[C:11]2[C:10]([C:22](=[O:32])[C:23]2[CH:28]=[CH:27][CH:26]=[C:25]([O:29]C)[C:24]=2[F:31])=[CH:9]1)=O)(C)(C)C.B(Br)(Br)Br. Product: [F:31][C:24]1[C:25]([OH:29])=[CH:26][CH:27]=[CH:28][C:23]=1[C:22]([C:10]1[C:11]2[C:12](=[N:13][CH:14]=[C:15]([C:17]3[S:18][CH:19]=[CH:20][CH:21]=3)[CH:16]=2)[NH:8][CH:9]=1)=[O:32]. The catalyst class is: 2.